This data is from Catalyst prediction with 721,799 reactions and 888 catalyst types from USPTO. The task is: Predict which catalyst facilitates the given reaction. (1) Reactant: [CH2:1]1[CH2:6][CH2:5][C:4]([CH2:11][NH2:12])([CH2:7][C:8]([OH:10])=[O:9])[CH2:3][CH2:2]1.Cl.C(N(CCCC)CCCC)CCC.C1N=CNC=1CC(O)=O. The catalyst class is: 13. Product: [CH2:1]1[CH2:2][CH2:3][C:4]([CH2:11][NH2:12])([CH2:7][C:8]([OH:10])=[O:9])[CH2:5][CH2:6]1. (2) Reactant: Br[C:2]1[N:6]2[CH:7]=[CH:8][N:9]=[C:10]([Cl:11])[C:5]2=[N:4][C:3]=1[C:12]([O:14][CH3:15])=[O:13].[CH:16]([Mg]Cl)([CH3:18])[CH3:17].[Cu](C#N)C#N.C(Br)C=C. Product: [Cl:11][C:10]1[C:5]2[N:6]([C:2]([CH2:18][CH:16]=[CH2:17])=[C:3]([C:12]([O:14][CH3:15])=[O:13])[N:4]=2)[CH:7]=[CH:8][N:9]=1. The catalyst class is: 220.